From a dataset of Reaction yield outcomes from USPTO patents with 853,638 reactions. Predict the reaction yield, written as a fraction of the theoretical maximum amount of product (1.0 means a 100% yield; for example, 0.34 means a 34% yield). (1) The reactants are CCN(S(F)(F)[F:7])CC.O[C@@H:11]1[CH2:15][CH2:14][N:13]([C:16]([O:18][C:19]([CH3:22])([CH3:21])[CH3:20])=[O:17])[C@@H:12]1[C:23](=[O:42])[NH:24][CH2:25][C:26]1[CH:31]=[C:30]([C:32]2[CH:33]=[N:34][C:35]([C:38]([F:41])([F:40])[F:39])=[CH:36][CH:37]=2)[N:29]=[CH:28][N:27]=1. The catalyst is C(Cl)Cl. The product is [F:7][C@H:11]1[CH2:15][CH2:14][N:13]([C:16]([O:18][C:19]([CH3:21])([CH3:20])[CH3:22])=[O:17])[C@@H:12]1[C:23](=[O:42])[NH:24][CH2:25][C:26]1[CH:31]=[C:30]([C:32]2[CH:33]=[N:34][C:35]([C:38]([F:40])([F:39])[F:41])=[CH:36][CH:37]=2)[N:29]=[CH:28][N:27]=1. The yield is 0.420. (2) The reactants are [OH:1][C:2]1[CH:3]=[C:4]([C:11]([N:13]2[CH2:16][CH:15]([O:17][CH3:18])[CH2:14]2)=[O:12])[CH:5]=[CH:6][C:7]=1[N+:8]([O-:10])=[O:9].I[CH2:20][CH3:21].C(=O)([O-])[O-].[K+].[K+]. The catalyst is CN(C=O)C. The product is [CH2:20]([O:1][C:2]1[CH:3]=[C:4]([C:11]([N:13]2[CH2:16][CH:15]([O:17][CH3:18])[CH2:14]2)=[O:12])[CH:5]=[CH:6][C:7]=1[N+:8]([O-:10])=[O:9])[CH3:21]. The yield is 0.840. (3) The reactants are [NH2:1][C@@H:2]([C@H:14]([C:16]1[CH:21]=[CH:20][CH:19]=[CH:18][CH:17]=1)[CH3:15])[C:3]([NH:5][C:6]1[CH:11]=[CH:10][C:9](I)=[CH:8][C:7]=1[F:13])=[O:4].C(N(CC)CC)C.[CH3:29][Si:30]([C:33]#[CH:34])([CH3:32])[CH3:31]. The catalyst is C(OCC)C.[Cu](I)I. The product is [NH2:1][C@@H:2]([C@H:14]([C:16]1[CH:21]=[CH:20][CH:19]=[CH:18][CH:17]=1)[CH3:15])[C:3]([NH:5][C:6]1[CH:11]=[CH:10][C:9]([C:34]#[C:33][Si:30]([CH3:32])([CH3:31])[CH3:29])=[CH:8][C:7]=1[F:13])=[O:4]. The yield is 0.660.